Dataset: NCI-60 drug combinations with 297,098 pairs across 59 cell lines. Task: Regression. Given two drug SMILES strings and cell line genomic features, predict the synergy score measuring deviation from expected non-interaction effect. (1) Drug 1: C1=CC(=CC=C1CC(C(=O)O)N)N(CCCl)CCCl.Cl. Drug 2: C1C(C(OC1N2C=NC3=C2NC=NCC3O)CO)O. Cell line: MALME-3M. Synergy scores: CSS=11.7, Synergy_ZIP=-3.47, Synergy_Bliss=-0.646, Synergy_Loewe=-7.87, Synergy_HSA=-2.83. (2) Drug 1: C1C(C(OC1N2C=C(C(=O)NC2=O)F)CO)O. Drug 2: C1=NC(=NC(=O)N1C2C(C(C(O2)CO)O)O)N. Cell line: NCI-H522. Synergy scores: CSS=29.4, Synergy_ZIP=-5.70, Synergy_Bliss=-1.13, Synergy_Loewe=-5.30, Synergy_HSA=-2.39. (3) Drug 1: C1CN1P(=S)(N2CC2)N3CC3. Drug 2: C1C(C(OC1N2C=NC(=NC2=O)N)CO)O. Cell line: A549. Synergy scores: CSS=19.1, Synergy_ZIP=-4.44, Synergy_Bliss=2.99, Synergy_Loewe=-0.435, Synergy_HSA=1.12. (4) Drug 1: C1CC(=O)NC(=O)C1N2CC3=C(C2=O)C=CC=C3N. Drug 2: COC1=CC(=CC(=C1O)OC)C2C3C(COC3=O)C(C4=CC5=C(C=C24)OCO5)OC6C(C(C7C(O6)COC(O7)C8=CC=CS8)O)O. Cell line: KM12. Synergy scores: CSS=34.4, Synergy_ZIP=3.05, Synergy_Bliss=4.28, Synergy_Loewe=0.135, Synergy_HSA=9.08. (5) Drug 1: CC1=C(C=C(C=C1)NC(=O)C2=CC=C(C=C2)CN3CCN(CC3)C)NC4=NC=CC(=N4)C5=CN=CC=C5. Drug 2: CCN(CC)CCCC(C)NC1=C2C=C(C=CC2=NC3=C1C=CC(=C3)Cl)OC. Cell line: SNB-19. Synergy scores: CSS=13.2, Synergy_ZIP=-1.93, Synergy_Bliss=1.52, Synergy_Loewe=-17.4, Synergy_HSA=1.11. (6) Drug 1: C1CN(P(=O)(OC1)NCCCl)CCCl. Drug 2: CC1CCCC2(C(O2)CC(NC(=O)CC(C(C(=O)C(C1O)C)(C)C)O)C(=CC3=CSC(=N3)C)C)C. Cell line: HCT-15. Synergy scores: CSS=32.5, Synergy_ZIP=3.38, Synergy_Bliss=7.22, Synergy_Loewe=-17.6, Synergy_HSA=6.61. (7) Drug 1: CN(C)C1=NC(=NC(=N1)N(C)C)N(C)C. Drug 2: C1=CN(C(=O)N=C1N)C2C(C(C(O2)CO)O)O.Cl. Cell line: NCI-H226. Synergy scores: CSS=8.42, Synergy_ZIP=-1.43, Synergy_Bliss=2.85, Synergy_Loewe=-9.65, Synergy_HSA=0.519.